Dataset: Peptide-MHC class I binding affinity with 185,985 pairs from IEDB/IMGT. Task: Regression. Given a peptide amino acid sequence and an MHC pseudo amino acid sequence, predict their binding affinity value. This is MHC class I binding data. The peptide sequence is LKFSLPFPFLYKFLL. The MHC is HLA-B15:03 with pseudo-sequence HLA-B15:03. The binding affinity (normalized) is 0.795.